This data is from Kir2.1 potassium channel HTS with 301,493 compounds. The task is: Binary Classification. Given a drug SMILES string, predict its activity (active/inactive) in a high-throughput screening assay against a specified biological target. (1) The molecule is S\1C(=S)N(CCCC(=O)Nc2cc(ccc2)C(O)=O)C(=O)C1=C/c1occc1. The result is 0 (inactive). (2) The compound is O(c1cc2CC(NC(c2cc1OC)c1ccccc1)(C)C)C. The result is 0 (inactive). (3) The drug is Clc1c(Cc2sc(NC(=O)CCc3oc(cc3)C)nc2)cc(Cl)cc1. The result is 0 (inactive). (4) The molecule is O=C(N1CCC(CC1)C(=O)NC(C)C(=O)Nc1ccc(cc1)CC)C(NC(OC(C)(C)C)=O)C(C)C. The result is 0 (inactive). (5) The drug is O1C(Cn2c1nc1n(c(=O)[nH]c(=O)c21)C)COc1ccc(cc1)C. The result is 0 (inactive). (6) The compound is S1(=O)(=O)N=C(NCCOC(=O)c2c(OC)cccc2)c2c1cccc2. The result is 0 (inactive).